This data is from Forward reaction prediction with 1.9M reactions from USPTO patents (1976-2016). The task is: Predict the product of the given reaction. (1) Given the reactants C([N:4]1[CH2:9][CH2:8][N:7]([C:10]2[CH:31]=[CH:30][C:13]([NH:14][C:15]3[N:20]=[C:19]([C:21]4[N:25]([CH:26]([CH3:28])[CH3:27])[C:24]([CH3:29])=[N:23][CH:22]=4)[CH:18]=[CH:17][N:16]=3)=[CH:12][CH:11]=2)[CH2:6][CH2:5]1)(=O)C.Cl, predict the reaction product. The product is: [N:7]1([C:10]2[CH:31]=[CH:30][C:13]([NH:14][C:15]3[N:20]=[C:19]([C:21]4[N:25]([CH:26]([CH3:28])[CH3:27])[C:24]([CH3:29])=[N:23][CH:22]=4)[CH:18]=[CH:17][N:16]=3)=[CH:12][CH:11]=2)[CH2:8][CH2:9][NH:4][CH2:5][CH2:6]1. (2) Given the reactants [I:1][C:2]1[CH:7]=[CH:6][C:5]([N:8]2[CH:12]=[C:11]([CH3:13])[CH:10]=[N:9]2)=[CH:4][CH:3]=1.C1C(=O)N(Br)C(=O)C1.CC(N=NC(C#N)(C)C)(C#N)C.[N-:34]=[N+:35]=[N-:36].[Na+], predict the reaction product. The product is: [N:34]([CH2:13][C:11]1[CH:10]=[N:9][N:8]([C:5]2[CH:4]=[CH:3][C:2]([I:1])=[CH:7][CH:6]=2)[CH:12]=1)=[N+:35]=[N-:36]. (3) Given the reactants [F:1][C:2]([F:18])([F:17])[C:3]1[O:7][N:6]=[C:5]([C:8]2[S:12][C:11]([C:13]([OH:15])=O)=[CH:10][CH:9]=2)[C:4]=1[CH3:16].[NH:19]1[CH2:24][CH2:23][C@@H:22]([OH:25])[C@@H:21]([OH:26])[CH2:20]1.CNC([C@@H]1CCCNC1)=O, predict the reaction product. The product is: [CH3:16][C:4]1[C:5]([C:8]2[S:12][C:11]([C:13]([N:19]3[CH2:24][CH2:23][C@@H:22]([OH:25])[C@@H:21]([OH:26])[CH2:20]3)=[O:15])=[CH:10][CH:9]=2)=[N:6][O:7][C:3]=1[C:2]([F:1])([F:18])[F:17]. (4) Given the reactants [F:1][C:2]1([F:18])[CH2:7][CH2:6][C@@H:5]([NH:8][C:9](=[O:15])[O:10][C:11]([CH3:14])([CH3:13])[CH3:12])[C@H:4]([CH2:16][OH:17])[CH2:3]1.[CH3:19][C:20]1[CH:21]=[N:22][N:23]([C:25]2[CH:30]=[CH:29][C:28](O)=[CH:27][CH:26]=2)[CH:24]=1.C1CCN(C(N=NC(N2CCCCC2)=O)=O)CC1.C(P(CCCC)CCCC)CCC, predict the reaction product. The product is: [F:1][C:2]1([F:18])[CH2:7][CH2:6][C@@H:5]([NH:8][C:9](=[O:15])[O:10][C:11]([CH3:14])([CH3:12])[CH3:13])[C@H:4]([CH2:16][O:17][C:28]2[CH:27]=[CH:26][C:25]([N:23]3[CH:24]=[C:20]([CH3:19])[CH:21]=[N:22]3)=[CH:30][CH:29]=2)[CH2:3]1. (5) Given the reactants [F:1][C:2]1[CH:7]=[CH:6][C:5](/[CH:8]=[CH:9]/[C:10]2[CH:15]=[CH:14][N:13]=[C:12]([O:16]CC3C=CC(OC)=CC=3)[CH:11]=2)=[CH:4][CH:3]=1.C(OC1C=CN([C:40]2[CH:45]=[CH:44][C:43]([O:46][CH2:47][CH2:48][N:49]3[CH2:53][CH2:52][CH2:51][CH2:50]3)=[CH:42][CH:41]=2)C(=O)C=1)C1C=CC=CC=1.FC1C=CC(/C=C/C2C=CNC(=O)C=2)=CC=1, predict the reaction product. The product is: [F:1][C:2]1[CH:3]=[CH:4][C:5](/[CH:8]=[CH:9]/[C:10]2[CH:15]=[CH:14][N:13]([C:40]3[CH:41]=[CH:42][C:43]([O:46][CH2:47][CH2:48][N:49]4[CH2:50][CH2:51][CH2:52][CH2:53]4)=[CH:44][CH:45]=3)[C:12](=[O:16])[CH:11]=2)=[CH:6][CH:7]=1. (6) Given the reactants [CH2:1]([N:3]([CH2:7][CH3:8])[CH2:4][CH2:5][OH:6])[CH3:2].[S:9]([O:14]C)([O:12][CH3:13])(=[O:11])=[O:10], predict the reaction product. The product is: [CH3:13][O:12][S:9]([O-:14])(=[O:11])=[O:10].[CH2:1]([N+:3]([CH2:7][CH3:8])([CH2:4][CH2:5][OH:6])[CH3:13])[CH3:2]. (7) Given the reactants C[C@@H]1C2NC=CC=2C(=O)N1.C(O[C:16]([NH:18][C@H:19]([CH2:23][O:24][CH3:25])[C:20](O)=O)=[O:17])(C)(C)C.C[C@@H]1C2[NH:32][C:33]([B:35]3[O:39][C:38]([CH3:41])([CH3:40])[C:37]([CH3:43])([CH3:42])[O:36]3)=[CH:34][C:30]=2C(=O)N1, predict the reaction product. The product is: [CH3:25][O:24][CH2:23][CH:19]1[C:20]2[NH:32][C:33]([B:35]3[O:39][C:38]([CH3:41])([CH3:40])[C:37]([CH3:43])([CH3:42])[O:36]3)=[CH:34][C:30]=2[C:16](=[O:17])[NH:18]1. (8) Given the reactants COC1C=C(OC)C=CC=1C[O:6][N:7]1[C:12](=[O:13])[C:11]2[O:14][C:15]3[CH:20]=[CH:19][CH:18]=[CH:17][C:16]=3[C:10]=2[NH:9][C:8]1=[O:21].[CH2:28](Br)[C:29]1[CH:34]=[CH:33][CH:32]=[CH:31][CH:30]=1, predict the reaction product. The product is: [CH2:28]([N:9]1[C:10]2[C:16]3[CH:17]=[CH:18][CH:19]=[CH:20][C:15]=3[O:14][C:11]=2[C:12](=[O:13])[N:7]([OH:6])[C:8]1=[O:21])[C:29]1[CH:34]=[CH:33][CH:32]=[CH:31][CH:30]=1. (9) Given the reactants BrC1C(N2CCN(C(NC3C=CC=CC=3)=O)CC2)=C2N=C(C3C=CC(N(C)C)=CC=3)NC2=NC=1.[Br:35][C:36]1[C:37]([N:46]2[CH2:51][CH2:50][N:49]([CH:52]([C:54]3[CH:59]=[CH:58][N:57]=[CH:56][CH:55]=3)[CH3:53])[CH2:48][CH2:47]2)=[C:38]([N+:43]([O-])=O)[C:39]([NH2:42])=[N:40][CH:41]=1.[O-]S(S([O-])=O)=O.[Na+].[Na+].[CH3:68][N:69]([CH3:81])[CH2:70][CH2:71][O:72][C:73]1[CH:80]=[CH:79][C:76]([CH:77]=O)=[CH:75][CH:74]=1, predict the reaction product. The product is: [Br:35][C:36]1[C:37]([N:46]2[CH2:51][CH2:50][N:49]([CH:52]([C:54]3[CH:59]=[CH:58][N:57]=[CH:56][CH:55]=3)[CH3:53])[CH2:48][CH2:47]2)=[C:38]2[N:43]=[C:77]([C:76]3[CH:79]=[CH:80][C:73]([O:72][CH2:71][CH2:70][N:69]([CH3:68])[CH3:81])=[CH:74][CH:75]=3)[NH:42][C:39]2=[N:40][CH:41]=1.